This data is from Catalyst prediction with 721,799 reactions and 888 catalyst types from USPTO. The task is: Predict which catalyst facilitates the given reaction. (1) Reactant: [CH2:1]([O:8][C:9](=[O:27])[NH:10][C@@H:11]1[C:20]2[C:15](=[CH:16][CH:17]=[C:18]([C:21]([F:24])([F:23])[F:22])[CH:19]=2)[NH:14][C@H:13]([CH2:25][CH3:26])[CH2:12]1)[C:2]1[CH:7]=[CH:6][CH:5]=[CH:4][CH:3]=1.N1C=CC=CC=1.[CH2:34]([O:36][C:37](=[O:48])[CH2:38][CH:39]1[CH2:44][CH2:43][CH:42]([C:45](Cl)=[O:46])[CH2:41][CH2:40]1)[CH3:35]. Product: [CH2:34]([O:36][C:37](=[O:48])[CH2:38][CH:39]1[CH2:44][CH2:43][CH:42]([C:45]([N:14]2[C:15]3[C:20](=[CH:19][C:18]([C:21]([F:24])([F:22])[F:23])=[CH:17][CH:16]=3)[C@@H:11]([NH:10][C:9]([O:8][CH2:1][C:2]3[CH:3]=[CH:4][CH:5]=[CH:6][CH:7]=3)=[O:27])[CH2:12][C@H:13]2[CH2:25][CH3:26])=[O:46])[CH2:41][CH2:40]1)[CH3:35]. The catalyst class is: 2. (2) Reactant: [CH2:1]([N:7]([CH3:45])[C:8]([C@@H:10]1[CH2:14][C@H:13]([O:15][C:16]2[C:25]3[C:20](=[C:21]([CH3:28])[C:22]([O:26][CH3:27])=[CH:23][CH:24]=3)[N:19]=[C:18]([C:29]3[S:30][CH:31]=[C:32]([C:34]([F:37])([F:36])[F:35])[N:33]=3)[CH:17]=2)[CH2:12][N:11]1C(OC(C)(C)C)=O)=[O:9])[CH2:2][CH2:3][CH2:4][CH:5]=[CH2:6].C(Cl)(=O)C. Product: [CH2:1]([N:7]([CH3:45])[C:8]([C@@H:10]1[CH2:14][C@H:13]([O:15][C:16]2[C:25]3[C:20](=[C:21]([CH3:28])[C:22]([O:26][CH3:27])=[CH:23][CH:24]=3)[N:19]=[C:18]([C:29]3[S:30][CH:31]=[C:32]([C:34]([F:35])([F:36])[F:37])[N:33]=3)[CH:17]=2)[CH2:12][NH:11]1)=[O:9])[CH2:2][CH2:3][CH2:4][CH:5]=[CH2:6]. The catalyst class is: 5. (3) Reactant: [CH3:1]I.[O:3]1[C:7]2[CH:8]=[CH:9][CH:10]=[CH:11][C:6]=2[N:5]=[C:4]1[SH:12]. Product: [CH3:1][S:12][C:4]1[O:3][C:7]2[CH:8]=[CH:9][CH:10]=[CH:11][C:6]=2[N:5]=1. The catalyst class is: 1. (4) Reactant: [OH-].[Na+].C[O:4][C:5](=[O:20])[C:6]([Cl:19])([Cl:18])[C:7]12[CH2:16][CH:11]3[CH2:12][CH:13]([CH2:15][C:9]([OH:17])([CH2:10]3)[CH2:8]1)[CH2:14]2.Cl. Product: [Cl:18][C:6]([Cl:19])([C:7]12[CH2:14][CH:13]3[CH2:12][CH:11]([CH2:10][C:9]([OH:17])([CH2:15]3)[CH2:8]1)[CH2:16]2)[C:5]([OH:20])=[O:4]. The catalyst class is: 5. (5) Reactant: [F:1][C:2]1[CH:7]=[CH:6][CH:5]=[CH:4][C:3]=1[CH2:8][O:9][C:10]1[CH:15]=[CH:14][C:13]([C@@H:16]2[N:20]([C:21]([O:23][CH2:24][C:25]3[CH:30]=[CH:29][CH:28]=[CH:27][CH:26]=3)=[O:22])[C@:19]([CH2:35][OH:36])([C:31]([O:33][CH3:34])=[O:32])[CH2:18][CH2:17]2)=[CH:12][CH:11]=1.N1C=CN=C1.[Si:42](Cl)([C:45]([CH3:48])([CH3:47])[CH3:46])([CH3:44])[CH3:43]. Product: [CH3:46][C:45]([Si:42]([CH3:44])([CH3:43])[O:36][CH2:35][C@@:19]1([C:31]([O:33][CH3:34])=[O:32])[CH2:18][CH2:17][C@H:16]([C:13]2[CH:12]=[CH:11][C:10]([O:9][CH2:8][C:3]3[CH:4]=[CH:5][CH:6]=[CH:7][C:2]=3[F:1])=[CH:15][CH:14]=2)[N:20]1[C:21]([O:23][CH2:24][C:25]1[CH:30]=[CH:29][CH:28]=[CH:27][CH:26]=1)=[O:22])([CH3:48])[CH3:47]. The catalyst class is: 3. (6) Reactant: [Cl:1][C:2]1[NH:7][C:6](=[O:8])[C:5]([N+:9]([O-:11])=[O:10])=[C:4](O)[C:3]=1[CH3:13].C(N(CC)CC)C.[F:21][C:22]([F:35])([F:34])[S:23](O[S:23]([C:22]([F:35])([F:34])[F:21])(=[O:25])=[O:24])(=[O:25])=[O:24].[NH2:36][CH2:37][CH2:38][O:39][CH2:40][CH2:41][NH:42][C:43](=[O:49])[O:44][C:45]([CH3:48])([CH3:47])[CH3:46]. Product: [C:45]([O:44][C:43]([NH:42][CH2:41][CH2:40][O:39][CH2:38][CH2:37][NH:36][C:4]1[C:3]([CH3:13])=[C:2]([Cl:1])[N:7]=[C:6]([O:8][S:23]([C:22]([F:35])([F:34])[F:21])(=[O:25])=[O:24])[C:5]=1[N+:9]([O-:11])=[O:10])=[O:49])([CH3:48])([CH3:47])[CH3:46]. The catalyst class is: 268. (7) Reactant: [CH3:1][N:2]1[C:10]([CH2:11][CH2:12][CH2:13][C:14]([OH:16])=O)=[N:9][C:8]2[CH:7]=[C:6]([N:17]([CH2:21][CH2:22][Cl:23])[CH2:18][CH2:19][Cl:20])[CH:5]=[CH:4][C:3]1=2.Cl.CN(C(ON1N=NC2C=CC=NC1=2)=[N+](C)C)C.F[P-](F)(F)(F)(F)F.CCN(C(C)C)C(C)C.Cl.[CH3:59][O:60][C:61](=[O:65])[C@H:62]([CH3:64])[NH2:63]. Product: [CH3:59][O:60][C:61](=[O:65])[C@@H:62]([NH:63][C:14](=[O:16])[CH2:13][CH2:12][CH2:11][C:10]1[N:2]([CH3:1])[C:3]2[CH:4]=[CH:5][C:6]([N:17]([CH2:21][CH2:22][Cl:23])[CH2:18][CH2:19][Cl:20])=[CH:7][C:8]=2[N:9]=1)[CH3:64]. The catalyst class is: 3.